From a dataset of Reaction yield outcomes from USPTO patents with 853,638 reactions. Predict the reaction yield, written as a fraction of the theoretical maximum amount of product (1.0 means a 100% yield; for example, 0.34 means a 34% yield). (1) The reactants are [C:1]([O:5][C:6](=[O:20])[CH2:7][O:8][CH2:9][C:10]1[CH:15]=[C:14]([O:16][CH3:17])[CH:13]=[C:12]([CH3:18])[C:11]=1Br)([CH3:4])([CH3:3])[CH3:2].C(N(CC)CC)C.[CH3:28][C:29]1([CH3:36])[C:33]([CH3:35])([CH3:34])[O:32][BH:31][O:30]1. The catalyst is O1CCOCC1.CCOC(C)=O.Cl[Pd](Cl)([P](C1C=CC=CC=1)(C1C=CC=CC=1)C1C=CC=CC=1)[P](C1C=CC=CC=1)(C1C=CC=CC=1)C1C=CC=CC=1. The product is [C:1]([O:5][C:6](=[O:20])[CH2:7][O:8][CH2:9][C:10]1[CH:15]=[C:14]([O:16][CH3:17])[CH:13]=[C:12]([CH3:18])[C:11]=1[B:31]1[O:32][C:33]([CH3:35])([CH3:34])[C:29]([CH3:36])([CH3:28])[O:30]1)([CH3:4])([CH3:3])[CH3:2]. The yield is 0.580. (2) The reactants are Br[C:2]1[CH:20]=[CH:19][C:18]([Cl:21])=[CH:17][C:3]=1[CH2:4][O:5][C:6]1[CH:11]=[CH:10][C:9]([O:12][CH2:13][CH2:14][O:15][CH3:16])=[CH:8][CH:7]=1.[B:22](OC(C)C)([O:27]C(C)C)[O:23]C(C)C.[Li]CCCC. The catalyst is C1COCC1. The product is [CH3:16][O:15][CH2:14][CH2:13][O:12][C:9]1[CH:10]=[CH:11][C:6]([O:5][CH2:4][C:3]2[CH:17]=[C:18]([Cl:21])[CH:19]=[CH:20][C:2]=2[B:22]([OH:27])[OH:23])=[CH:7][CH:8]=1. The yield is 0.690.